From a dataset of Forward reaction prediction with 1.9M reactions from USPTO patents (1976-2016). Predict the product of the given reaction. (1) Given the reactants Br[C:2]1[CH:3]=[C:4]([NH2:8])[CH:5]=[N:6][CH:7]=1.[CH3:9][S:10]([NH:13][C:14]1[CH:15]=[C:16](B(O)O)[CH:17]=[CH:18][CH:19]=1)(=[O:12])=[O:11].[F-].[Cs+], predict the reaction product. The product is: [NH2:8][C:4]1[CH:3]=[C:2]([C:18]2[CH:19]=[C:14]([NH:13][S:10]([CH3:9])(=[O:11])=[O:12])[CH:15]=[CH:16][CH:17]=2)[CH:7]=[N:6][CH:5]=1. (2) Given the reactants [NH2:1][C:2]1[C:3]([C:7]2[N:8]([CH2:17][CH3:18])[C:9]3[C:14]([OH:15])=[CH:13][N:12]=[CH:11][C:10]=3[N:16]=2)=[N:4][O:5][N:6]=1.[C:19]([O:23][C:24]([N:26]1[CH2:31][CH2:30][CH:29](O)[CH2:28][CH2:27]1)=[O:25])([CH3:22])([CH3:21])[CH3:20].C(P(CCCC)CCCC)CCC.N(C(N1CCCCC1)=O)=NC(N1CCCCC1)=O, predict the reaction product. The product is: [C:19]([O:23][C:24]([N:26]1[CH2:31][CH2:30][CH:29]([O:15][C:14]2[C:9]3[N:8]([CH2:17][CH3:18])[C:7]([C:3]4[C:2]([NH2:1])=[N:6][O:5][N:4]=4)=[N:16][C:10]=3[CH:11]=[N:12][CH:13]=2)[CH2:28][CH2:27]1)=[O:25])([CH3:22])([CH3:20])[CH3:21].